From a dataset of NCI-60 drug combinations with 297,098 pairs across 59 cell lines. Regression. Given two drug SMILES strings and cell line genomic features, predict the synergy score measuring deviation from expected non-interaction effect. Drug 1: COC1=CC(=CC(=C1O)OC)C2C3C(COC3=O)C(C4=CC5=C(C=C24)OCO5)OC6C(C(C7C(O6)COC(O7)C8=CC=CS8)O)O. Drug 2: CC1=C(C(CCC1)(C)C)C=CC(=CC=CC(=CC(=O)O)C)C. Cell line: NCI-H322M. Synergy scores: CSS=0.0415, Synergy_ZIP=-1.78, Synergy_Bliss=-3.96, Synergy_Loewe=-2.77, Synergy_HSA=-3.35.